Dataset: Full USPTO retrosynthesis dataset with 1.9M reactions from patents (1976-2016). Task: Predict the reactants needed to synthesize the given product. (1) Given the product [CH:42]([O:41][P:38]([CH2:40][O:25][C:22]1([CH2:21][O:20][C:1]([C:8]2[CH:13]=[CH:12][CH:11]=[CH:10][CH:9]=2)([C:14]2[CH:15]=[CH:16][CH:17]=[CH:18][CH:19]=2)[C:2]2[CH:3]=[CH:4][CH:5]=[CH:6][CH:7]=2)[CH2:23][CH2:24]1)(=[O:39])[O:52][CH:49]([CH3:50])[CH3:51])([CH3:43])[CH3:26], predict the reactants needed to synthesize it. The reactants are: [C:1]([O:20][CH2:21][C:22]1([OH:25])[CH2:24][CH2:23]1)([C:14]1[CH:19]=[CH:18][CH:17]=[CH:16][CH:15]=1)([C:8]1[CH:13]=[CH:12][CH:11]=[CH:10][CH:9]=1)[C:2]1[CH:7]=[CH:6][CH:5]=[CH:4][CH:3]=1.[CH3:26]N1C(=O)CCC1.CCCCO[P:38]([O:41][CH2:42][CH2:43]CC)([CH3:40])=[O:39].[NH4+].[Cl-].C[C:49]([O:52]C)([CH3:51])[CH3:50]. (2) Given the product [C:1]([O:5][C:6](=[O:22])[NH:7][C:8]1[CH:13]=[C:12]([N:14]([CH3:16])[CH3:15])[C:11]([C:17]([F:20])([F:19])[F:18])=[CH:10][C:9]=1[NH:21][C:28](=[O:27])[CH2:29][C:30]([C:32]1[CH:37]=[CH:36][CH:35]=[C:34]([C:38]2[CH:43]=[CH:42][N:41]=[C:40]([CH3:44])[CH:39]=2)[CH:33]=1)=[O:31])([CH3:4])([CH3:2])[CH3:3], predict the reactants needed to synthesize it. The reactants are: [C:1]([O:5][C:6](=[O:22])[NH:7][C:8]1[CH:13]=[C:12]([N:14]([CH3:16])[CH3:15])[C:11]([C:17]([F:20])([F:19])[F:18])=[CH:10][C:9]=1[NH2:21])([CH3:4])([CH3:3])[CH3:2].C([O:27][C:28](=O)[CH2:29][C:30]([C:32]1[CH:37]=[CH:36][CH:35]=[C:34]([C:38]2[CH:43]=[CH:42][N:41]=[C:40]([CH3:44])[CH:39]=2)[CH:33]=1)=[O:31])(C)(C)C. (3) Given the product [NH2:35][C@H:34]([CH:43]([CH3:44])[CH2:45][CH3:46])[C:33](=[O:47])[NH:32][C@@H:31]([CH2:48][CH:49]([CH3:51])[CH3:50])[C:30](=[O:52])[N:29]([CH3:53])[C@@H:28]([CH2:54][CH:55]([CH3:57])[CH3:56])[C:27](=[O:58])[NH:26][C@@H:25]([CH3:59])[C:24](=[O:60])[NH:23][C@H:22]([CH3:61])[C:21](=[O:62])[N:20]([CH3:63])[C@@H:19]([CH2:64][CH:65]([CH3:66])[CH3:67])[C:18](=[O:68])[NH:17][C@@H:16]([CH2:69][CH:70]([CH3:71])[CH3:72])[C:15](=[O:73])[N:14]([CH3:74])[C@@H:13]([CH:75]([CH3:77])[CH3:76])[C:12](=[O:78])[N:11]([CH3:79])[C@@H:10]([C@H:80]([OH:87])[C@H:81]([CH3:86])[CH2:82]/[CH:83]=[CH:84]/[CH3:85])[C:9](=[O:88])[NH:8][C@@H:7]([C@H:89]([OH:91])[CH3:90])[C:6](=[O:92])[N:5]([CH3:93])[CH2:4][C:3]([OH:94])=[O:2], predict the reactants needed to synthesize it. The reactants are: C[O:2][C:3](=[O:94])[CH2:4][N:5]([CH3:93])[C:6](=[O:92])[C@H:7]([C@H:89]([OH:91])[CH3:90])[NH:8][C:9](=[O:88])[C@H:10]([C@H:80]([OH:87])[C@H:81]([CH3:86])[CH2:82]/[CH:83]=[CH:84]/[CH3:85])[N:11]([CH3:79])[C:12](=[O:78])[C@H:13]([CH:75]([CH3:77])[CH3:76])[N:14]([CH3:74])[C:15](=[O:73])[C@H:16]([CH2:69][CH:70]([CH3:72])[CH3:71])[NH:17][C:18](=[O:68])[C@H:19]([CH2:64][CH:65]([CH3:67])[CH3:66])[N:20]([CH3:63])[C:21](=[O:62])[C@@H:22]([CH3:61])[NH:23][C:24](=[O:60])[C@H:25]([CH3:59])[NH:26][C:27](=[O:58])[C@H:28]([CH2:54][CH:55]([CH3:57])[CH3:56])[N:29]([CH3:53])[C:30](=[O:52])[C@H:31]([CH2:48][CH:49]([CH3:51])[CH3:50])[NH:32][C:33](=[O:47])[C@@H:34]([CH:43]([CH2:45][CH3:46])[CH3:44])[NH:35]C(=O)OC(C)(C)C.C([O-])(O)=O.[Na+]. (4) The reactants are: [F:1][C:2]1[CH:3]=[C:4]([CH:8]=[CH:9][C:10]=1[F:11])[CH2:5][CH2:6][Br:7].[C:12]1([P:18]([C:25]2[CH:30]=[CH:29][CH:28]=[CH:27][CH:26]=2)[C:19]2[CH:24]=[CH:23][CH:22]=[CH:21][CH:20]=2)[CH:17]=[CH:16][CH:15]=[CH:14][CH:13]=1. Given the product [Br-:7].[F:1][C:2]1[CH:3]=[C:4]([CH2:5][CH2:6][P+:18]([C:19]2[CH:20]=[CH:21][CH:22]=[CH:23][CH:24]=2)([C:25]2[CH:30]=[CH:29][CH:28]=[CH:27][CH:26]=2)[C:12]2[CH:13]=[CH:14][CH:15]=[CH:16][CH:17]=2)[CH:8]=[CH:9][C:10]=1[F:11], predict the reactants needed to synthesize it. (5) Given the product [CH:23]1([NH:26][C:10]2[CH:11]([C:13]3[S:17][CH:16]=[N:15][CH:14]=3)[N:12]=[C:6]([C:2]3[O:1][CH:5]=[CH:4][CH:3]=3)[C:7]3[CH:22]=[CH:21][CH:20]=[N:19][C:8]=3[N:9]=2)[CH2:25][CH2:24]1, predict the reactants needed to synthesize it. The reactants are: [O:1]1[CH:5]=[CH:4][CH:3]=[C:2]1[C:6]1[C:7]2[CH:22]=[CH:21][CH:20]=[N:19][C:8]=2[NH:9][C:10](=O)[CH:11]([C:13]2[S:17][CH:16]=[N:15][CH:14]=2)[N:12]=1.[CH:23]1([NH2:26])[CH2:25][CH2:24]1. (6) Given the product [N:1]1[CH:2]=[N:3][N:4]2[CH:9]=[C:8]([CH2:10][C:25]([C:20]3[CH:19]=[CH:18][CH:23]=[C:22]([CH3:24])[N:21]=3)=[O:44])[CH:7]=[CH:6][C:5]=12, predict the reactants needed to synthesize it. The reactants are: [N:1]1[CH:2]=[N:3][N:4]2[CH:9]=[C:8]([CH:10]=O)[CH:7]=[CH:6][C:5]=12.C1([C:18]2[CH:23]=[C:22]([CH3:24])[N:21]=[C:20]([CH:25](P(=O)([O-])[O-])NC3C=CC=CC=3)[C:19]=2C2C=CC=CC=2)C=CC=CC=1.C([O-])([O-])=[O:44].[Cs+].[Cs+].Cl. (7) Given the product [F:28][C:15]1[C:16]([C:18]2[C:26]3[O:25][CH:24]=[CH:23][C:22]=3[C:21]([F:27])=[CH:20][CH:19]=2)=[CH:17][C:12]([NH2:5])=[N:13][CH:14]=1, predict the reactants needed to synthesize it. The reactants are: C[Si]([N-:5][Si](C)(C)C)(C)C.[Li+].Cl[C:12]1[CH:17]=[C:16]([C:18]2[C:26]3[O:25][CH:24]=[CH:23][C:22]=3[C:21]([F:27])=[CH:20][CH:19]=2)[C:15]([F:28])=[CH:14][N:13]=1.O.[Cl-].[Na+]. (8) The reactants are: [CH3:1][O:2][CH2:3][CH2:4][NH:5][C:6]([C:8]1[CH:9]=[C:10]([CH:13]=[CH:14][CH:15]=1)[CH:11]=O)=[O:7].[C:16]([C:19]1[C:20](=[O:31])[N:21]([CH3:30])[C:22]2[C:27]([C:28]=1[OH:29])=[CH:26][CH:25]=[CH:24][N:23]=2)(=[O:18])[CH3:17].N1CCCCC1. Given the product [OH:29][C:28]1[C:27]2[C:22](=[N:23][CH:24]=[CH:25][CH:26]=2)[N:21]([CH3:30])[C:20](=[O:31])[C:19]=1[C:16](=[O:18])[CH:17]=[CH:11][C:10]1[CH:13]=[CH:14][CH:15]=[C:8]([C:6]([NH:5][CH2:4][CH2:3][O:2][CH3:1])=[O:7])[CH:9]=1, predict the reactants needed to synthesize it. (9) Given the product [CH3:37][O:36][C:34](=[O:35])[C:31]1[CH:32]=[CH:33][C:28]([O:27][CH2:26][CH2:25][O:23][C:4]2[CH:5]=[CH:6][C:7]([CH:8]([CH3:22])[C:9]([OH:21])([C:14]3[CH:19]=[N:18][C:17]([CH3:20])=[CH:16][N:15]=3)[C:10]([F:13])([F:11])[F:12])=[C:2]([Cl:1])[CH:3]=2)=[CH:29][CH:30]=1, predict the reactants needed to synthesize it. The reactants are: [Cl:1][C:2]1[CH:3]=[C:4]([OH:23])[CH:5]=[CH:6][C:7]=1[CH:8]([CH3:22])[C:9]([OH:21])([C:14]1[CH:19]=[N:18][C:17]([CH3:20])=[CH:16][N:15]=1)[C:10]([F:13])([F:12])[F:11].Br[CH2:25][CH2:26][O:27][C:28]1[CH:33]=[CH:32][C:31]([C:34]([O:36][CH3:37])=[O:35])=[CH:30][CH:29]=1.C(=O)([O-])[O-].[K+].[K+]. (10) Given the product [OH2:23].[NH:1]1[C:5]2[CH:6]=[CH:7][CH:8]=[CH:9][C:4]=2[N:3]=[C:2]1[S:10]([CH2:11][C:12]1[CH:17]=[C:16]([CH3:18])[CH:15]=[C:14]([CH3:19])[C:13]=1[NH2:20])=[O:23].[NH:1]1[C:5]2[CH:6]=[CH:7][CH:8]=[CH:9][C:4]=2[N:3]=[C:2]1[S:10]([CH2:11][C:12]1[CH:17]=[C:16]([CH3:18])[CH:15]=[C:14]([CH3:19])[C:13]=1[NH2:20])=[O:23], predict the reactants needed to synthesize it. The reactants are: [NH:1]1[C:5]2[CH:6]=[CH:7][CH:8]=[CH:9][C:4]=2[N:3]=[C:2]1[S:10][CH2:11][C:12]1[CH:17]=[C:16]([CH3:18])[CH:15]=[C:14]([CH3:19])[C:13]=1[NH2:20].C([O:23]CC)C.